From a dataset of Reaction yield outcomes from USPTO patents with 853,638 reactions. Predict the reaction yield, written as a fraction of the theoretical maximum amount of product (1.0 means a 100% yield; for example, 0.34 means a 34% yield). (1) The reactants are [O:1]1[C:6]2[CH:7]=[CH:8][C:9]([N:11]=[C:12]=[O:13])=[CH:10][C:5]=2[O:4][CH2:3][CH2:2]1.[C:14]([O:18][C:19]([NH:21][C:22]1[CH:27]=[CH:26][CH:25]=[CH:24][C:23]=1[NH:28][C:29](=[O:48])[C:30]1[CH:35]=[CH:34][C:33]([CH2:36][NH:37][CH2:38][CH2:39][CH2:40][N:41]2[CH2:46][CH2:45][N:44]([CH3:47])[CH2:43][CH2:42]2)=[CH:32][CH:31]=1)=[O:20])([CH3:17])([CH3:16])[CH3:15]. The catalyst is ClCCl. The product is [C:14]([O:18][C:19]([NH:21][C:22]1[CH:27]=[CH:26][CH:25]=[CH:24][C:23]=1[NH:28][C:29](=[O:48])[C:30]1[CH:35]=[CH:34][C:33]([CH2:36][N:37]([CH2:38][CH2:39][CH2:40][N:41]2[CH2:46][CH2:45][N:44]([CH3:47])[CH2:43][CH2:42]2)[C:12]([NH:11][C:9]2[CH:8]=[CH:7][C:6]3[O:1][CH2:2][CH2:3][O:4][C:5]=3[CH:10]=2)=[O:13])=[CH:32][CH:31]=1)=[O:20])([CH3:16])([CH3:17])[CH3:15]. The yield is 0.940. (2) The reactants are [CH3:1][O:2][C:3](=[O:25])[C@H:4]([CH2:20][CH2:21][CH2:22][CH2:23][NH2:24])[N:5]([CH2:16][CH:17]([CH3:19])[CH3:18])[S:6]([C:9]1[CH:14]=[CH:13][C:12]([CH3:15])=[CH:11][CH:10]=1)(=[O:8])=[O:7].[CH2:26]1[CH2:30]O[CH2:28][CH2:27]1.[C:31]([O-:34])([O-])=O.[K+].[K+]. The catalyst is Cl. The product is [CH3:28][C:27]1[CH:11]=[CH:10][C:9]([S:6]([NH:5][C@H:30]([C:31]([NH:24][CH2:23][CH2:22][CH2:21][CH2:20][C@H:4]([N:5]([S:6]([C:9]2[CH:14]=[CH:13][C:12]([CH3:15])=[CH:11][CH:10]=2)(=[O:8])=[O:7])[CH2:16][CH:17]([CH3:18])[CH3:19])[C:3]([O:2][CH3:1])=[O:25])=[O:34])[CH2:26][C:27]2[CH:21]=[CH:20][CH:4]=[CH:3][CH:28]=2)(=[O:7])=[O:8])=[CH:30][CH:26]=1. The yield is 0.770.